This data is from Clinical trial toxicity outcomes and FDA approval status for drugs. The task is: Regression/Classification. Given a drug SMILES string, predict its toxicity properties. Task type varies by dataset: regression for continuous values (e.g., LD50, hERG inhibition percentage) or binary classification for toxic/non-toxic outcomes (e.g., AMES mutagenicity, cardiotoxicity, hepatotoxicity). Dataset: clintox. The result is 0 (passed clinical trial). The drug is COc1cccc2c1C(=O)c1c([O-])c3c(c([O-])c1C2=O)C[C@@](O)(C(=O)CO)C[C@@H]3O[C@H]1C[C@H]([NH3+])[C@@H](O)[C@H](C)O1.